Dataset: Reaction yield outcomes from USPTO patents with 853,638 reactions. Task: Predict the reaction yield, written as a fraction of the theoretical maximum amount of product (1.0 means a 100% yield; for example, 0.34 means a 34% yield). The reactants are [Cl:1][C:2]1[CH:7]=[CH:6][CH:5]=[C:4]([Cl:8])[C:3]=1[CH:9]1[C:14]([C:15]([O:17][CH3:18])=[O:16])=[C:13]([CH2:19][CH2:20][C:21]2[S:22][CH:23]=[CH:24][N:25]=2)[NH:12][C:11]([CH2:26][C:27]([O:29]CC)=[O:28])=[C:10]1[C:32]([O:34][CH2:35][CH3:36])=[O:33].O.CCOCC. The catalyst is O1CCOCC1. The product is [Cl:8][C:4]1[CH:5]=[CH:6][CH:7]=[C:2]([Cl:1])[C:3]=1[CH:9]1[C:14]([C:15]([O:17][CH3:18])=[O:16])=[C:13]([CH2:19][CH2:20][C:21]2[S:22][CH:23]=[CH:24][N:25]=2)[NH:12][C:11]([CH2:26][C:27]([OH:29])=[O:28])=[C:10]1[C:32]([O:34][CH2:35][CH3:36])=[O:33]. The yield is 0.870.